This data is from hERG Central: cardiac toxicity at 1µM, 10µM, and general inhibition. The task is: Predict hERG channel inhibition at various concentrations. (1) The molecule is Cc1ccccc1C(=O)c1cccn1CC(=O)NCCN1CCN(c2cccc(C)c2C)CC1. Results: hERG_inhib (hERG inhibition (general)): blocker. (2) The compound is CCOC(=O)N1CCc2c(sc(NC(=O)CN3CCOCC3)c2C(=O)Nc2ccccc2)C1. Results: hERG_inhib (hERG inhibition (general)): blocker. (3) The compound is CCN(CC)CCn1nc2c3c(cccc3c1=O)-c1ccccc1-2. Results: hERG_inhib (hERG inhibition (general)): blocker. (4) The molecule is Cc1cc(C)cc(-n2ncc3c2CCCC3NC(=O)C2CCC2)c1. Results: hERG_inhib (hERG inhibition (general)): blocker. (5) The compound is O=C(/C=C/c1ccc(Cl)cc1)NCCCN1CCOCC1. Results: hERG_inhib (hERG inhibition (general)): blocker. (6) The compound is CC1CCCC(C)N1CC(O)COc1c(F)cc(Br)cc1F.Cl. Results: hERG_inhib (hERG inhibition (general)): blocker. (7) The drug is CCN(CC)CCNCC(=O)Nc1ccc(Cl)cc1C(=O)c1ccccc1.O=C(O)C(=O)O. Results: hERG_inhib (hERG inhibition (general)): blocker. (8) The drug is COc1ccc(OCC(O)CN2CCC(CN3C(=O)c4cccc5cccc(c45)C3=O)CC2)cc1.Cl. Results: hERG_inhib (hERG inhibition (general)): blocker.